This data is from Reaction yield outcomes from USPTO patents with 853,638 reactions. The task is: Predict the reaction yield, written as a fraction of the theoretical maximum amount of product (1.0 means a 100% yield; for example, 0.34 means a 34% yield). The reactants are [OH:1][C:2]1[CH:10]=[CH:9][C:8]([C:11]2[N:12]([C:27]([O:29][C:30]([CH3:33])([CH3:32])[CH3:31])=[O:28])[C:13]3[C:18]([CH:19]=2)=[CH:17][C:16]([CH2:20][N:21]2[CH2:26][CH2:25][CH2:24][CH2:23][CH2:22]2)=[CH:15][CH:14]=3)=[C:7]2[C:3]=1[CH2:4][NH:5][C:6]2=[O:34].C(N(CC)CC)C.[Cl:42][C:43]1[CH:44]=[C:45]([S:50](Cl)(=[O:52])=[O:51])[CH:46]=[CH:47][C:48]=1[CH3:49]. The catalyst is C(#N)C. The product is [CH3:49][C:48]1[CH:47]=[CH:46][C:45]([S:50]([O:1][C:2]2[CH:10]=[CH:9][C:8]([C:11]3[N:12]([C:27]([O:29][C:30]([CH3:31])([CH3:33])[CH3:32])=[O:28])[C:13]4[C:18]([CH:19]=3)=[CH:17][C:16]([CH2:20][N:21]3[CH2:26][CH2:25][CH2:24][CH2:23][CH2:22]3)=[CH:15][CH:14]=4)=[C:7]3[C:3]=2[CH2:4][NH:5][C:6]3=[O:34])(=[O:51])=[O:52])=[CH:44][C:43]=1[Cl:42]. The yield is 0.470.